This data is from Full USPTO retrosynthesis dataset with 1.9M reactions from patents (1976-2016). The task is: Predict the reactants needed to synthesize the given product. Given the product [CH2:22]([C:24]1[CH:25]=[CH:26][C:27]([C:30]2[S:34][C:33]([CH3:35])=[N:32][C:31]=2[C:36]([N:3]2[CH2:4][C@H:5]3[C@H:1]([CH2:8][CH2:7][CH2:6]3)[C@H:2]2[CH2:9][NH:10][C:11]([C:13]2[N:20]3[C:16]([S:17][CH:18]=[CH:19]3)=[N:15][C:14]=2[CH3:21])=[O:12])=[O:37])=[CH:28][CH:29]=1)[CH3:23], predict the reactants needed to synthesize it. The reactants are: [C@H:1]12[CH2:8][CH2:7][CH2:6][C@H:5]1[CH2:4][NH:3][C@@H:2]2[CH2:9][NH:10][C:11]([C:13]1[N:20]2[C:16]([S:17][CH:18]=[CH:19]2)=[N:15][C:14]=1[CH3:21])=[O:12].[CH2:22]([C:24]1[CH:29]=[CH:28][C:27]([C:30]2[S:34][C:33]([CH3:35])=[N:32][C:31]=2[C:36](O)=[O:37])=[CH:26][CH:25]=1)[CH3:23].